This data is from Reaction yield outcomes from USPTO patents with 853,638 reactions. The task is: Predict the reaction yield, written as a fraction of the theoretical maximum amount of product (1.0 means a 100% yield; for example, 0.34 means a 34% yield). The reactants are [CH3:1][O:2][C:3]1[CH:4]=[C:5]2[C:10](=[CH:11][C:12]=1[O:13][CH3:14])[N:9]=[CH:8][CH:7]=[C:6]2[O:15][C:16]1[CH:22]=[CH:21][C:19]([NH2:20])=[CH:18][CH:17]=1.Cl[C:24](Cl)([O:26][C:27](=[O:33])OC(Cl)(Cl)Cl)Cl.[CH:35]1(O)[CH2:41][CH2:40]C[CH2:38][CH2:37][CH2:36]1.C(=O)(O)[O-].[Na+]. The catalyst is C(Cl)Cl.C(N(CC)CC)C.C1(C)C=CC=CC=1. The product is [CH3:1][O:2][C:3]1[CH:4]=[C:5]2[C:10](=[CH:11][C:12]=1[O:13][CH3:14])[N:9]=[CH:8][CH:7]=[C:6]2[O:15][C:16]1[CH:22]=[CH:21][C:19]([NH:20][C:27](=[O:33])[O:26][CH:24]2[CH2:38][CH2:37][CH2:36][CH2:35][CH2:41][CH2:40]2)=[CH:18][CH:17]=1. The yield is 0.850.